Binary Classification. Given a miRNA mature sequence and a target amino acid sequence, predict their likelihood of interaction. From a dataset of Experimentally validated miRNA-target interactions with 360,000+ pairs, plus equal number of negative samples. (1) The miRNA is hsa-let-7f-5p with sequence UGAGGUAGUAGAUUGUAUAGUU. The protein sequence of the target gene is MQLTVKALQGRECSLQVPEDELVSTLKQLVSEKLNVPVRQQRLLFKGKALADGKRLSDYSIGPNSKLNLVVKPLEKVLLEEGEAQRLADSPPPQVWQLISKVLARHFSAADASRVLEQLQRDYERSLSRLTLDDIERLASRFLHPEVTETMEKGFSK. Result: 0 (no interaction). (2) The miRNA is mmu-miR-1942 with sequence UCAGAUGUCUUCAUCUGGUUG. The protein sequence of the target gene is MAATGTAAAAATGKLLVLLLLGLTAPAAALAGYIEALAANAGTGFAVAEPQIAMFCGKLNMHVNIQTGKWEPDPTGTKSCLGTKEEVLQYCQEIYPELQITNVMEANQPVNIDSWCRRDKRQCKSHIVIPFKCLVGEFVSDVLLVPDNCQFFHQERMEVCEKHQRWHTLVKEACLTEGLTLYSYGMLLPCGVDQFHGTEYVCCPQTKTVDSDSTMSKEEEEEEEDEEDEEEDYDLDKSEFPTEADLEDFTEAAADEEEEDEEEGEEVVEDRDYYYDPFKGDDYNEENPTEPSSEGTISDK.... Result: 0 (no interaction). (3) The miRNA is hsa-miR-3667-3p with sequence ACCUUCCUCUCCAUGGGUCUUU. The protein sequence of the target gene is MPWPLLLLLAVSGAQTTRPCFPGCQCEVETFGLFDSFSLTRVDCSGLGPHIMPVPIPLDTAHLDLSSNRLEMVNESVLAGPGYTTLAGLDLSHNLLTSISPTAFSRLRYLESLDLSHNGLTALPAESFTSSPLSDVNLSHNQLREVSVSAFTTHSQGRALHVDLSHNLIHRLVPHPTRAGLPAPTIQSLNLAWNRLHAVPNLRDLPLRYLSLDGNPLAVIGPGAFAGLGGLTHLSLASLQRLPELAPSGFRELPGLQVLDLSGNPKLNWAGAEVFSGLSSLQELDLSGTNLVPLPEALLL.... Result: 1 (interaction). (4) The miRNA is hsa-miR-6831-5p with sequence UAGGUAGAGUGUGAGGAGGAGGUC. Result: 0 (no interaction). The protein sequence of the target gene is MEVPNVKDFQWKRLAPLPSRRVYCSLLETGGQVYAIGGCDDNGVPMDCFEVYSPEADQWTSLPSLPTARAGVAITALGKRIMVIGGVGTNQLPVKVVEMYNIDEGKWKKRSVLREAAMGISVTAKDYRVYAAGGMGLDLRPHNYLQHYDMLKDMWVSLAPMPTPRYAATSFLRGSKIYVLGGRQSKYAVNAFEVFDIESRSWTKFPNIPCKRAFSSFVTLDNHLYSLGGLRQGRLYRQPKFLRTMDVFDMEQGGWLKMERSFFLKKRRADFVAGGLSGRVIVAGGLGNQPTVLETAEAFH.... (5) The miRNA is hsa-miR-6825-5p with sequence UGGGGAGGUGUGGAGUCAGCAU. The protein sequence of the target gene is MYRWLAKVLGTILRLCERPAPGARALLKRRRSSSTLFSTAVDTDEIPAKRPRLDCFIHQVKNSLYNAASLFGFPFQLTTKPMVSSACNGTRNVAPSGEVFSNSSSCELMSSGSCSSMLKLGNKSPNGISDYPKIRVTVTRDQPRRVLPSFGFTLKSEGYNRRPSGRRHSKSNPESSLTWKPQEQGVTEMISEEGGKGVRRPHCTVEEGVQKDEREKYRKLLERLKEGAHGSTFPPTVSHHSSQRIQMDTLKTKGWVEEQNHGVRTTHFVPKQYRVVETRGPLCSMRSEKRYSKGKADTEK.... Result: 0 (no interaction).